Dataset: Acute oral toxicity (LD50) regression data from Zhu et al.. Task: Regression/Classification. Given a drug SMILES string, predict its toxicity properties. Task type varies by dataset: regression for continuous values (e.g., LD50, hERG inhibition percentage) or binary classification for toxic/non-toxic outcomes (e.g., AMES mutagenicity, cardiotoxicity, hepatotoxicity). Dataset: ld50_zhu. (1) The compound is CN1C(=O)CN2CCc3ccccc3C2c2cc(Cl)ccc21. The rat oral LD50 is 2.26, given as -log10 of the dose in mol/kg body weight (higher means more acutely toxic). (2) The compound is OCCOCCO. The rat oral LD50 is 0.927, given as -log10 of the dose in mol/kg body weight (higher means more acutely toxic).